This data is from Full USPTO retrosynthesis dataset with 1.9M reactions from patents (1976-2016). The task is: Predict the reactants needed to synthesize the given product. Given the product [Br:27][C:12]1[C:11](=[O:28])[N:10]([C:7]2[CH:8]=[CH:9][C:4]([C:3]([OH:30])=[O:2])=[CH:5][C:6]=2[Cl:29])[C:15]([CH3:16])=[CH:14][C:13]=1[O:17][CH2:18][C:19]1[CH:24]=[CH:23][C:22]([F:25])=[CH:21][C:20]=1[F:26], predict the reactants needed to synthesize it. The reactants are: C[O:2][C:3](=[O:30])[C:4]1[CH:9]=[CH:8][C:7]([N:10]2[C:15]([CH3:16])=[CH:14][C:13]([O:17][CH2:18][C:19]3[CH:24]=[CH:23][C:22]([F:25])=[CH:21][C:20]=3[F:26])=[C:12]([Br:27])[C:11]2=[O:28])=[C:6]([Cl:29])[CH:5]=1.Cl.